From a dataset of Forward reaction prediction with 1.9M reactions from USPTO patents (1976-2016). Predict the product of the given reaction. (1) Given the reactants Cl[C:2]1[N:7]=[CH:6][N:5]=[C:4]([NH:8][C:9]2[CH:14]=[CH:13][C:12]([O:15][CH2:16][CH2:17][O:18][CH3:19])=[CH:11][CH:10]=2)[N:3]=1.[Br:20][C:21]1[CH:29]=[C:28]2[C:24]([C:25]([CH3:31])([CH3:30])[CH2:26][NH:27]2)=[CH:23][CH:22]=1.[OH-].[Na+], predict the reaction product. The product is: [Br:20][C:21]1[CH:29]=[C:28]2[C:24]([C:25]([CH3:31])([CH3:30])[CH2:26][N:27]2[C:2]2[N:7]=[CH:6][N:5]=[C:4]([NH:8][C:9]3[CH:14]=[CH:13][C:12]([O:15][CH2:16][CH2:17][O:18][CH3:19])=[CH:11][CH:10]=3)[N:3]=2)=[CH:23][CH:22]=1. (2) The product is: [CH3:1][O:2][C:3]([C:5]1[S:6][C:7]([CH:27]2[CH2:36][CH2:35][C:30]3([O:34][CH2:33][CH2:32][O:31]3)[CH2:29][CH2:28]2)=[CH:8][C:9]=1[N:10]([C@H:20]1[CH2:21][CH2:22][C@H:23]([O:26][CH3:37])[CH2:24][CH2:25]1)[C:11]([C@H:13]1[CH2:14][CH2:15][C@H:16]([CH3:19])[CH2:17][CH2:18]1)=[O:12])=[O:4]. Given the reactants [CH3:1][O:2][C:3]([C:5]1[S:6][C:7]([CH:27]2[CH2:36][CH2:35][C:30]3([O:34][CH2:33][CH2:32][O:31]3)[CH2:29][CH2:28]2)=[CH:8][C:9]=1[N:10]([C@H:20]1[CH2:25][CH2:24][C@H:23]([OH:26])[CH2:22][CH2:21]1)[C:11]([C@H:13]1[CH2:18][CH2:17][C@H:16]([CH3:19])[CH2:15][CH2:14]1)=[O:12])=[O:4].[CH3:37]I.[H-].[Na+], predict the reaction product.